Dataset: Forward reaction prediction with 1.9M reactions from USPTO patents (1976-2016). Task: Predict the product of the given reaction. Given the reactants COCCOCCOC.[Cl:10][C:11]1[CH:12]=[C:13]([C:18]([C:32]([F:35])([F:34])[F:33])=[CH:19][C:20]([C:22]2[CH:30]=[CH:29][C:25]([C:26]([OH:28])=[O:27])=[C:24]([CH3:31])[CH:23]=2)=O)[CH:14]=[C:15]([Cl:17])[CH:16]=1.C1(C)C=CC=CC=1.[OH2:43].S(O)(O)(=O)=O.[NH2:49]O, predict the reaction product. The product is: [Cl:10][C:11]1[CH:12]=[C:13]([C:18]2([C:32]([F:35])([F:34])[F:33])[O:43][N:49]=[C:20]([C:22]3[CH:30]=[CH:29][C:25]([C:26]([OH:28])=[O:27])=[C:24]([CH3:31])[CH:23]=3)[CH2:19]2)[CH:14]=[C:15]([Cl:17])[CH:16]=1.